Dataset: Forward reaction prediction with 1.9M reactions from USPTO patents (1976-2016). Task: Predict the product of the given reaction. Given the reactants Br[C:2]1[CH:3]=[C:4]([C:8]2[N:16]3[C:11]([CH:12]=[N:13][C:14]([NH:17][C:18]4[CH:23]=[C:22]([O:24][CH3:25])[C:21]([O:26][CH3:27])=[C:20]([O:28][CH3:29])[CH:19]=4)=[N:15]3)=[C:10]([CH3:30])[N:9]=2)[CH:5]=[CH:6][CH:7]=1.OB(O)[C:33]1[CH:34]=[C:35]([CH:39]=[CH:40][CH:41]=1)[C:36]([OH:38])=[O:37].C(=O)([O-])[O-].[K+].[K+].COCCOC, predict the reaction product. The product is: [CH3:30][C:10]1[N:9]=[C:8]([C:4]2[CH:3]=[C:2]([C:33]3[CH:41]=[CH:40][CH:39]=[C:35]([C:36]([OH:38])=[O:37])[CH:34]=3)[CH:7]=[CH:6][CH:5]=2)[N:16]2[C:11]=1[CH:12]=[N:13][C:14]([NH:17][C:18]1[CH:23]=[C:22]([O:24][CH3:25])[C:21]([O:26][CH3:27])=[C:20]([O:28][CH3:29])[CH:19]=1)=[N:15]2.